This data is from CYP2C9 inhibition data for predicting drug metabolism from PubChem BioAssay. The task is: Regression/Classification. Given a drug SMILES string, predict its absorption, distribution, metabolism, or excretion properties. Task type varies by dataset: regression for continuous measurements (e.g., permeability, clearance, half-life) or binary classification for categorical outcomes (e.g., BBB penetration, CYP inhibition). Dataset: cyp2c9_veith. (1) The drug is C[C@H]1CCC/C=C\[C@H]2C[C@@H](O)C[C@]2(O)C/C=C\C(=O)O1. The result is 0 (non-inhibitor). (2) The drug is COC(=O)N1CCC2(CC1)CN(C(=O)Nc1ccccc1)C2. The result is 0 (non-inhibitor). (3) The drug is NC(=O)C1(NC(=O)[C@@H]2CC3(CC(c4cccc(NC(=O)[C@@H]5CCC(=O)N5)c4)=NO3)CN2C(=O)Cc2ccc(Cl)cc2)CC1. The result is 0 (non-inhibitor). (4) The drug is NC(N)=N/N=C\c1ccc(C2CCNCC2)cc1. The result is 0 (non-inhibitor).